This data is from Forward reaction prediction with 1.9M reactions from USPTO patents (1976-2016). The task is: Predict the product of the given reaction. (1) Given the reactants C([N:8]1[C:13](=[O:14])[CH:12]=[CH:11][C:10]([CH2:15][C:16]2[C:24]3[C:19](=[CH:20][CH:21]=[CH:22][CH:23]=3)[N:18]([CH2:25][C:26]([O:28]C)=[O:27])[C:17]=2[CH3:30])=[N:9]1)C1C=CC=CC=1.[Cl-].[Cl-].[Cl-].[Al+3].C1(C)C=CC=CC=1, predict the reaction product. The product is: [CH3:30][C:17]1[N:18]([CH2:25][C:26]([OH:28])=[O:27])[C:19]2[C:24]([C:16]=1[CH2:15][C:10]1[CH:11]=[CH:12][C:13](=[O:14])[NH:8][N:9]=1)=[CH:23][CH:22]=[CH:21][CH:20]=2. (2) Given the reactants Cl[C:2]([O:4][C:5]1[CH:10]=[CH:9][C:8]([N+:11]([O-:13])=[O:12])=[CH:7][CH:6]=1)=[O:3].C[NH:15][C:16]([C:18]1[CH:22]=[C:21]([CH2:23][OH:24])[O:20][N:19]=1)=[O:17].N1C=CC=CC=1, predict the reaction product. The product is: [C:2](=[O:3])([O:4][C:5]1[CH:6]=[CH:7][C:8]([N+:11]([O-:13])=[O:12])=[CH:9][CH:10]=1)[O:24][CH2:23][C:21]1[O:20][N:19]=[C:18]([C:16](=[O:17])[NH2:15])[CH:22]=1. (3) Given the reactants [C:1]([C:5]1[N:6]=[C:7]([N:16]2[CH2:20][CH2:19][C:18]([F:22])([F:21])[CH2:17]2)[C:8]2[C:9](=[N:11][N:12]([CH2:14][CH3:15])[N:13]=2)[N:10]=1)([CH3:4])([CH3:3])[CH3:2].C(C1N=C(N2CCC(F)(F)C2)C2N=NNC=2N=1)(C)(C)C.BrCC[OH:46], predict the reaction product. The product is: [C:1]([C:5]1[N:6]=[C:7]([N:16]2[CH2:20][CH2:19][C:18]([F:21])([F:22])[CH2:17]2)[C:8]2[C:9](=[N:11][N:12]([CH2:14][CH2:15][OH:46])[N:13]=2)[N:10]=1)([CH3:2])([CH3:3])[CH3:4]. (4) Given the reactants [Cl:1][C:2]1[CH:3]=[CH:4][C:5]([O:14][C:15]([CH3:33])([C:17]2[N:21]([CH3:22])[C:20]([C:23]3[CH:28]=[CH:27][CH:26]=[CH:25][C:24]=3[C:29]([F:32])([F:31])[F:30])=[N:19][N:18]=2)[CH3:16])=[C:6]([CH:13]=1)[C:7]([NH:9][NH:10][CH:11]=O)=[O:8].N1C=CC=CC=1.FC(F)(F)S(OS(C(F)(F)F)(=O)=O)(=O)=O, predict the reaction product. The product is: [Cl:1][C:2]1[CH:3]=[CH:4][C:5]([O:14][C:15]([CH3:16])([C:17]2[N:21]([CH3:22])[C:20]([C:23]3[CH:28]=[CH:27][CH:26]=[CH:25][C:24]=3[C:29]([F:30])([F:32])[F:31])=[N:19][N:18]=2)[CH3:33])=[C:6]([C:7]2[O:8][CH:11]=[N:10][N:9]=2)[CH:13]=1. (5) Given the reactants Br[C:2]1[CH:7]=[CH:6][C:5]([C:8]2[CH:9]=[N:10][N:11]([CH2:13][C:14]([CH3:17])([OH:16])[CH3:15])[CH:12]=2)=[CH:4][CH:3]=1.[B:18]1([B:18]2[O:22][C:21]([CH3:24])([CH3:23])[C:20]([CH3:26])([CH3:25])[O:19]2)[O:22][C:21]([CH3:24])([CH3:23])[C:20]([CH3:26])([CH3:25])[O:19]1.C([O-])(=O)C.[K+].C(Cl)Cl, predict the reaction product. The product is: [CH3:15][C:14]([OH:16])([CH3:17])[CH2:13][N:11]1[CH:12]=[C:8]([C:5]2[CH:6]=[CH:7][C:2]([B:18]3[O:22][C:21]([CH3:24])([CH3:23])[C:20]([CH3:26])([CH3:25])[O:19]3)=[CH:3][CH:4]=2)[CH:9]=[N:10]1. (6) Given the reactants [CH2:1]([N:3]1[C:8](=[O:9])[CH:7]=[CH:6][C:5]([C:10]2[S:14][C:13]([C:15](OCC)=[O:16])=[N:12][C:11]=2[C:20]2[CH:25]=[CH:24][CH:23]=[CH:22][CH:21]=2)=[N:4]1)[CH3:2].[CH:26]([NH2:29])([CH3:28])[CH3:27], predict the reaction product. The product is: [CH2:1]([N:3]1[C:8](=[O:9])[CH:7]=[CH:6][C:5]([C:10]2[S:14][C:13]([C:15]([NH:29][CH:26]([CH3:28])[CH3:27])=[O:16])=[N:12][C:11]=2[C:20]2[CH:25]=[CH:24][CH:23]=[CH:22][CH:21]=2)=[N:4]1)[CH3:2].